Dataset: Experimentally validated miRNA-target interactions with 360,000+ pairs, plus equal number of negative samples. Task: Binary Classification. Given a miRNA mature sequence and a target amino acid sequence, predict their likelihood of interaction. (1) The miRNA is hsa-miR-34b-3p with sequence CAAUCACUAACUCCACUGCCAU. The protein sequence of the target gene is MRLLVLLWGCLLLPGYEALEGPEEISGFEGDTVSLQCTYREELRDHRKYWCRKGGILFSRCSGTIYAEEEGQETMKGRVSIRDSRQELSLIVTLWNLTLQDAGEYWCGVEKRGPDESLLISLFVFPGPCCPPSPSPTFQPLATTRLQPKAKAQQTQPPGLTSPGLYPAATTAKQGKTGAEAPPLPGTSQYGHERTSQYTGTSPHPATSPPAGSSRPPMQLDSTSAEDTSPALSSGSSKPRVSIPMVRILAPVLVLLSLLSAAGLIAFCSHLLLWRKEAQQATETQRNEKFCLSRLTAEEK.... Result: 1 (interaction). (2) The miRNA is hsa-miR-616-5p with sequence ACUCAAAACCCUUCAGUGACUU. The protein sequence of the target gene is MARLWGALSLWPLWAAVPWGGAAAVGVRACSSTAAPDGVEGPALRRSYWRHLRRLVLGPPEPPFSHVCQVGDPVLRGVAAPVERAQLGGPELQRLTQRLVQVMRRRRCVGLSAPQLGVPRQVLALELPEALCRECPPRQRALRQMEPFPLRVFVNPSLRVLDSRLVTFPEGCESVAGFLACVPRFQAVQISGLDPNGEQVVWQASGWAARIIQHEMDHLQGCLFIDKMDSRTFTNVYWMKVND. Result: 1 (interaction).